Dataset: Reaction yield outcomes from USPTO patents with 853,638 reactions. Task: Predict the reaction yield, written as a fraction of the theoretical maximum amount of product (1.0 means a 100% yield; for example, 0.34 means a 34% yield). (1) The reactants are [F:1][C:2]1[C:3]([N:13]2[CH2:18][CH2:17][N:16]([CH2:19][CH2:20][C:21]3[CH:26]=[CH:25][CH:24]=[C:23]([N+:27]([O-])=O)[CH:22]=3)[CH2:15][CH2:14]2)=[C:4]2[C:9](=[CH:10][CH:11]=1)[N:8]=[C:7]([CH3:12])[CH:6]=[CH:5]2.[Cl-].[NH4+]. The catalyst is CO.O.[Fe]. The product is [F:1][C:2]1[C:3]([N:13]2[CH2:14][CH2:15][N:16]([CH2:19][CH2:20][C:21]3[CH:22]=[C:23]([CH:24]=[CH:25][CH:26]=3)[NH2:27])[CH2:17][CH2:18]2)=[C:4]2[C:9](=[CH:10][CH:11]=1)[N:8]=[C:7]([CH3:12])[CH:6]=[CH:5]2. The yield is 0.910. (2) The reactants are [Br:1][C:2]1[CH:3]=[C:4]([CH:7]=[CH:8][C:9]=1[OH:10])[CH:5]=[O:6].[CH2:11](Br)[CH:12]([CH3:14])[CH3:13]. No catalyst specified. The product is [Br:1][C:2]1[CH:3]=[C:4]([CH:7]=[CH:8][C:9]=1[O:10][CH2:11][CH:12]([CH3:14])[CH3:13])[CH:5]=[O:6]. The yield is 0.740. (3) The reactants are [C:1]1([CH:7]2[C:16]3[C:11]4=[C:12]([CH:18]([C:21]5[CH:26]=[CH:25][CH:24]=[CH:23][CH:22]=5)[CH2:19][CH2:20][N:10]4[CH2:9][CH2:8]2)[CH:13]=[C:14]([NH2:17])[CH:15]=3)[CH:6]=[CH:5][CH:4]=[CH:3][CH:2]=1.C(N(CC)CC)C.[CH3:34][N:35]([CH3:39])[C:36](Cl)=[O:37]. The catalyst is ClCCl. The product is [C:21]1([CH:18]2[C:12]3[C:11]4=[C:16]([CH:7]([C:1]5[CH:2]=[CH:3][CH:4]=[CH:5][CH:6]=5)[CH2:8][CH2:9][N:10]4[CH2:20][CH2:19]2)[CH:15]=[C:14]([NH:17][C:36](=[O:37])[N:35]([CH3:39])[CH3:34])[CH:13]=3)[CH:26]=[CH:25][CH:24]=[CH:23][CH:22]=1. The yield is 0.490. (4) The reactants are [CH3:1][N:2]1[CH:6]([C:7]([OH:9])=O)[CH2:5][NH:4][C:3]1=[O:10].CN1C(C(OC(C)(C)C)=O)CNC1=O.O=C1N(C(OCC2C=CC=CC=2)=O)[C@H](C(O)=O)CN1.C(N1CCOCC1)C.O.ON1C2C=CC=CC=2N=N1.Cl.C(N=C=NCCCN(C)C)C.[F:75][C:76]1[CH:81]=[CH:80][C:79]([CH2:82][NH2:83])=[CH:78][C:77]=1[C:84]([F:87])([F:86])[F:85]. The catalyst is ClCCl. The product is [F:75][C:76]1[CH:81]=[CH:80][C:79]([CH2:82][NH:83][C:7]([CH:6]2[CH2:5][NH:4][C:3](=[O:10])[N:2]2[CH3:1])=[O:9])=[CH:78][C:77]=1[C:84]([F:85])([F:86])[F:87]. The yield is 0.0400. (5) The reactants are Cl[C:2]([O:4][C:5]([CH3:11])([CH3:10])[C:6]([Cl:9])([Cl:8])[Cl:7])=[O:3].[CH2:12]([O:14][C:15]([C:17]1[C@@H:18]2[N:44](C)[C@H:22]([CH2:23][C:24]=1[C:25]1[CH:26]=[N:27][C:28]([O:31][CH2:32][CH2:33][O:34][C:35]3[C:40]([Cl:41])=[CH:39][C:38]([CH3:42])=[CH:37][C:36]=3[Cl:43])=[CH:29][CH:30]=1)[CH2:21][N:20]([C:46]([O:48][C:49]([CH3:52])([CH3:51])[CH3:50])=[O:47])[CH2:19]2)=[O:16])[CH3:13]. No catalyst specified. The product is [Cl:7][C:6]([Cl:9])([Cl:8])[C:5]([O:4][C:2]([N:44]1[C@H:18]2[C:17]([C:15]([O:14][CH2:12][CH3:13])=[O:16])=[C:24]([C:25]3[CH:26]=[N:27][C:28]([O:31][CH2:32][CH2:33][O:34][C:35]4[C:40]([Cl:41])=[CH:39][C:38]([CH3:42])=[CH:37][C:36]=4[Cl:43])=[CH:29][CH:30]=3)[CH2:23][C@@H:22]1[CH2:21][N:20]([C:46]([O:48][C:49]([CH3:50])([CH3:52])[CH3:51])=[O:47])[CH2:19]2)=[O:3])([CH3:11])[CH3:10]. The yield is 0.440. (6) The reactants are [F:1][C:2]1[CH:7]=[CH:6][CH:5]=[C:4]([F:8])[C:3]=1[C:9]1[O:10][C:11]([C:17]2[CH:22]=[CH:21][C:20]([N:23]3[CH2:28][CH2:27][NH:26][CH2:25][CH2:24]3)=[CH:19][CH:18]=2)=[C:12]([C:14]([NH2:16])=[O:15])[N:13]=1.C=O.[C:31](O[BH-](OC(=O)C)OC(=O)C)(=O)C.[Na+]. The catalyst is ClCCCl.C(Cl)Cl. The product is [F:1][C:2]1[CH:7]=[CH:6][CH:5]=[C:4]([F:8])[C:3]=1[C:9]1[O:10][C:11]([C:17]2[CH:18]=[CH:19][C:20]([N:23]3[CH2:24][CH2:25][N:26]([CH3:31])[CH2:27][CH2:28]3)=[CH:21][CH:22]=2)=[C:12]([C:14]([NH2:16])=[O:15])[N:13]=1. The yield is 0.720. (7) The reactants are C[O:2][C:3]([C:5]1([CH:16]([O:23][Si:24]([C:27]([CH3:30])([CH3:29])[CH3:28])([CH3:26])[CH3:25])[CH:17]2[CH2:22][CH2:21][CH2:20][CH2:19][CH2:18]2)[NH:11][C:10](=[O:12])[CH:9]([CH2:13][CH2:14][Cl:15])[C:6]21[O:8][CH2:7]2)=O.C(O[CH2:35][CH3:36])(=O)C.[OH2:37]. The catalyst is C[Si](C)(C)CCO.CC(C)[O-].[Ti+4].CC(C)[O-].CC(C)[O-].CC(C)[O-]. The product is [CH3:25][Si:24]([CH3:27])([CH3:26])[CH2:35][CH2:36][O:37][C:3]([C:5]1([CH:16]([O:23][Si:24]([C:27]([CH3:28])([CH3:30])[CH3:29])([CH3:25])[CH3:26])[CH:17]2[CH2:18][CH2:19][CH2:20][CH2:21][CH2:22]2)[NH:11][C:10](=[O:12])[CH:9]([CH2:13][CH2:14][Cl:15])[C:6]21[O:8][CH2:7]2)=[O:2]. The yield is 0.740.